From a dataset of Catalyst prediction with 721,799 reactions and 888 catalyst types from USPTO. Predict which catalyst facilitates the given reaction. (1) The catalyst class is: 54. Reactant: [Mg].II.Br[C:5]1[C:10]([O:11][CH3:12])=[CH:9][C:8]([CH2:13][O:14][CH:15]([O:17][CH2:18][CH3:19])[CH3:16])=[CH:7][C:6]=1[O:20][CH3:21].[B:22](OC)([O:25]C)[O:23]C.[Cl-].[NH4+]. Product: [CH2:18]([O:17][CH:15]([O:14][CH2:13][C:8]1[CH:9]=[C:10]([O:11][CH3:12])[C:5]([B:22]([OH:25])[OH:23])=[C:6]([O:20][CH3:21])[CH:7]=1)[CH3:16])[CH3:19]. (2) Reactant: [CH2:1]([N:5]([CH2:19][CH2:20][CH2:21][CH3:22])[CH2:6][CH2:7][CH2:8][O:9][C:10]1[CH:18]=[CH:17][C:13]([C:14](Cl)=[O:15])=[CH:12][CH:11]=1)[CH2:2][CH2:3][CH3:4].[CH2:23]([NH:25][CH2:26][CH3:27])[CH3:24].C[Si](Cl)(C)C.O. Product: [CH2:1]([N:5]([CH2:19][CH2:20][CH2:21][CH3:22])[CH2:6][CH2:7][CH2:8][O:9][C:10]1[CH:18]=[CH:17][C:13]([C:14]([N:25]([CH2:26][CH3:27])[CH2:23][CH3:24])=[O:15])=[CH:12][CH:11]=1)[CH2:2][CH2:3][CH3:4]. The catalyst class is: 4. (3) Reactant: F[C:2]1[C:3]([CH3:22])=[N:4][C:5]2[C:10]([N:11]=1)=[C:9]([C:12]1[NH:20][C:19]3[CH2:18][CH2:17][NH:16][C:15](=[O:21])[C:14]=3[CH:13]=1)[CH:8]=[CH:7][CH:6]=2.[CH3:23][CH:24]([CH3:28])[CH:25]([NH2:27])[CH3:26]. Product: [CH3:26][CH:25]([NH:27][C:2]1[C:3]([CH3:22])=[N:4][C:5]2[C:10]([N:11]=1)=[C:9]([C:12]1[NH:20][C:19]3[CH2:18][CH2:17][NH:16][C:15](=[O:21])[C:14]=3[CH:13]=1)[CH:8]=[CH:7][CH:6]=2)[CH:24]([CH3:28])[CH3:23]. The catalyst class is: 16. (4) Reactant: Cl[C:2]1[C:11]2=[N:12][N:13](CC3C=CC(OC)=CC=3)[CH:14]=[C:10]2[C:9]2[CH:8]=[C:7]([O:24][CH3:25])[CH:6]=[CH:5][C:4]=2[N:3]=1.[NH2:26][C:27]1[CH:37]=[CH:36][C:30]2[S:31][CH2:32][C:33](=[O:35])[NH:34][C:29]=2[CH:28]=1.Cl. Product: [CH3:25][O:24][C:7]1[CH:6]=[CH:5][C:4]2[N:3]=[C:2]([NH:26][C:27]3[CH:37]=[CH:36][C:30]4[S:31][CH2:32][C:33](=[O:35])[NH:34][C:29]=4[CH:28]=3)[C:11]3[NH:12][N:13]=[CH:14][C:10]=3[C:9]=2[CH:8]=1. The catalyst class is: 71. (5) The catalyst class is: 5. Product: [NH2:10][CH2:11][CH2:12][CH2:13][CH2:14][CH2:15][C:16]([N:18]1[CH2:22][CH:21]([OH:23])[CH:20]([CH:24]([C:43]2[CH:48]=[CH:47][CH:46]=[CH:45][CH:44]=2)[O:25][CH:26]([C:35]2[CH:40]=[CH:39][C:38]([O:41][CH3:42])=[CH:37][CH:36]=2)[C:27]2[CH:32]=[CH:31][C:30]([O:33][CH3:34])=[CH:29][CH:28]=2)[CH2:19]1)=[O:17]. Reactant: C(OC(=O)[NH:10][CH2:11][CH2:12][CH2:13][CH2:14][CH2:15][C:16]([N:18]1[CH2:22][CH:21]([OH:23])[CH:20]([CH:24]([C:43]2[CH:48]=[CH:47][CH:46]=[CH:45][CH:44]=2)[O:25][CH:26]([C:35]2[CH:40]=[CH:39][C:38]([O:41][CH3:42])=[CH:37][CH:36]=2)[C:27]2[CH:32]=[CH:31][C:30]([O:33][CH3:34])=[CH:29][CH:28]=2)[CH2:19]1)=[O:17])C1C=CC=CC=1.